Dataset: Reaction yield outcomes from USPTO patents with 853,638 reactions. Task: Predict the reaction yield, written as a fraction of the theoretical maximum amount of product (1.0 means a 100% yield; for example, 0.34 means a 34% yield). (1) The reactants are [C:1]1([CH2:7][CH2:8][CH:9]([CH2:12][OH:13])[CH2:10][OH:11])[CH:6]=[CH:5][CH:4]=[CH:3][CH:2]=1.C(N([CH2:19][CH3:20])CC)C.[S:21](Cl)([C:24]1[CH:30]=[CH:29][C:27]([CH3:28])=[CH:26][CH:25]=1)(=[O:23])=[O:22]. The catalyst is CN(C1C=CN=CC=1)C.ClCCl. The product is [CH3:28][C:27]1[CH:29]=[CH:30][C:24]([S:21]([O:13][CH2:12][CH:9]([CH2:10][O:11][S:21]([C:24]2[CH:30]=[CH:29][C:19]([CH3:20])=[CH:26][CH:25]=2)(=[O:23])=[O:22])[CH2:8][CH2:7][C:1]2[CH:6]=[CH:5][CH:4]=[CH:3][CH:2]=2)(=[O:23])=[O:22])=[CH:25][CH:26]=1. The yield is 0.730. (2) No catalyst specified. The product is [Cl:6][C:7]1[CH:15]=[C:11]2[C:10]([CH:16]=[CH:17][O:18][C:12]2=[O:14])=[CH:9][CH:8]=1. The reactants are S(=O)(=O)(O)O.[Cl:6][C:7]1[CH:8]=[CH:9][C:10]([CH:16]=[CH:17][O:18]C)=[C:11]([CH:15]=1)[C:12]([OH:14])=O. The yield is 0.810. (3) The reactants are [CH2:1]([O:3][C:4](=[O:23])[CH2:5][N:6]1[C:14]2[C:9](=[CH:10][C:11]([O:15]CC3C=CC=CC=3)=[CH:12][CH:13]=2)[CH:8]=[CH:7]1)[CH3:2].C(O)(=O)C.[H][H]. The catalyst is CCO.[Pd]. The product is [CH2:1]([O:3][C:4](=[O:23])[CH2:5][N:6]1[C:14]2[C:9](=[CH:10][C:11]([OH:15])=[CH:12][CH:13]=2)[CH:8]=[CH:7]1)[CH3:2]. The yield is 0.980. (4) The reactants are [F:1][C:2]1[CH:3]=[C:4]([C:8](=O)[CH2:9][CH2:10][CH2:11][NH:12]C(=O)OC(C)(C)C)[CH:5]=[N:6][CH:7]=1.C(O)(C(F)(F)F)=O. The catalyst is C(Cl)Cl. The product is [N:12]1[CH2:11][CH2:10][CH2:9][C:8]=1[C:4]1[CH:5]=[N:6][CH:7]=[C:2]([F:1])[CH:3]=1. The yield is 0.665. (5) The yield is 0.750. No catalyst specified. The product is [N:1]1[O:2][N:3]=[C:4]2[CH:9]=[C:8]([C:10]([O:19][CH2:18][CH3:17])=[O:12])[CH:7]=[CH:6][C:5]=12. The reactants are [N:1]1[O:2][N:3]=[C:4]2[CH:9]=[C:8]([C:10]#N)[CH:7]=[CH:6][C:5]=12.[OH:12]S(O)(=O)=O.[CH3:17][CH2:18][OH:19]. (6) No catalyst specified. The reactants are [F:1][C:2]1[CH:9]=[CH:8][CH:7]=[CH:6][C:3]=1[CH:4]=O.Cl.[O:11]([NH2:13])[CH3:12]. The yield is 0.980. The product is [CH3:12][O:11][N:13]=[CH:4][C:3]1[CH:6]=[CH:7][CH:8]=[CH:9][C:2]=1[F:1]. (7) The reactants are [Br:1][C:2]1[CH:3]=[C:4]([C:14]([O:16][CH2:17][CH3:18])=[O:15])[C:5]2[CH:10]=[N:9][N:8]([CH:11]([CH3:13])[CH3:12])[C:6]=2[N:7]=1.[Br:19]Br. The catalyst is C(O)(=O)C. The product is [Br:19][C:10]1[C:5]2[C:4]([C:14]([O:16][CH2:17][CH3:18])=[O:15])=[CH:3][C:2]([Br:1])=[N:7][C:6]=2[N:8]([CH:11]([CH3:13])[CH3:12])[N:9]=1. The yield is 0.480. (8) The reactants are C(O[C:6]([N:8]1[CH2:13][CH2:12][N:11]([C:14]2[C:15]3[NH:22][CH:21]=[CH:20][C:16]=3[N:17]=[CH:18][N:19]=2)[CH2:10][CH2:9]1)=[O:7])(C)(C)C.Cl.[NH:24]([C:37]([O:39][C:40]([CH3:43])([CH3:42])[CH3:41])=[O:38])[C@@H:25](C(O)=O)[CH2:26][C:27]1[CH:32]=[CH:31][C:30]([Cl:33])=[CH:29][CH:28]=1.C1C=CC2N(O)N=NC=2C=1.CCN=C=NCCCN(C)C. The catalyst is C(Cl)Cl.O1CCOCC1. The product is [C:40]([O:39][C:37](=[O:38])[NH:24][CH:25]([CH2:26][C:27]1[CH:32]=[CH:31][C:30]([Cl:33])=[CH:29][CH:28]=1)[C:6](=[O:7])[N:8]1[CH2:9][CH2:10][N:11]([C:14]2[C:15]3[NH:22][CH:21]=[CH:20][C:16]=3[N:17]=[CH:18][N:19]=2)[CH2:12][CH2:13]1)([CH3:43])([CH3:41])[CH3:42]. The yield is 0.440.